From a dataset of NCI-60 drug combinations with 297,098 pairs across 59 cell lines. Regression. Given two drug SMILES strings and cell line genomic features, predict the synergy score measuring deviation from expected non-interaction effect. (1) Drug 1: C1=NC2=C(N=C(N=C2N1C3C(C(C(O3)CO)O)O)F)N. Drug 2: C1=CN(C=N1)CC(O)(P(=O)(O)O)P(=O)(O)O. Cell line: OVCAR-8. Synergy scores: CSS=45.6, Synergy_ZIP=-0.0561, Synergy_Bliss=-0.677, Synergy_Loewe=0.639, Synergy_HSA=0.0554. (2) Drug 1: CCC1=C2CN3C(=CC4=C(C3=O)COC(=O)C4(CC)O)C2=NC5=C1C=C(C=C5)O. Drug 2: CN(C(=O)NC(C=O)C(C(C(CO)O)O)O)N=O. Cell line: SN12C. Synergy scores: CSS=24.1, Synergy_ZIP=-4.97, Synergy_Bliss=2.50, Synergy_Loewe=-24.0, Synergy_HSA=0.935. (3) Drug 1: CCC1=CC2CC(C3=C(CN(C2)C1)C4=CC=CC=C4N3)(C5=C(C=C6C(=C5)C78CCN9C7C(C=CC9)(C(C(C8N6C)(C(=O)OC)O)OC(=O)C)CC)OC)C(=O)OC.C(C(C(=O)O)O)(C(=O)O)O. Drug 2: C1CC(C1)(C(=O)O)C(=O)O.[NH2-].[NH2-].[Pt+2]. Cell line: SW-620. Synergy scores: CSS=64.1, Synergy_ZIP=-0.106, Synergy_Bliss=-0.298, Synergy_Loewe=-15.2, Synergy_HSA=2.63. (4) Cell line: SNB-75. Drug 1: CC(C1=C(C=CC(=C1Cl)F)Cl)OC2=C(N=CC(=C2)C3=CN(N=C3)C4CCNCC4)N. Drug 2: CCCCCOC(=O)NC1=NC(=O)N(C=C1F)C2C(C(C(O2)C)O)O. Synergy scores: CSS=4.42, Synergy_ZIP=-1.02, Synergy_Bliss=-0.472, Synergy_Loewe=-3.88, Synergy_HSA=-1.22. (5) Drug 2: CC1CCCC2(C(O2)CC(NC(=O)CC(C(C(=O)C(C1O)C)(C)C)O)C(=CC3=CSC(=N3)C)C)C. Drug 1: CC1=CC=C(C=C1)C2=CC(=NN2C3=CC=C(C=C3)S(=O)(=O)N)C(F)(F)F. Cell line: CAKI-1. Synergy scores: CSS=35.9, Synergy_ZIP=6.61, Synergy_Bliss=8.23, Synergy_Loewe=-24.6, Synergy_HSA=2.85. (6) Drug 1: C1=CN(C(=O)N=C1N)C2C(C(C(O2)CO)O)O.Cl. Drug 2: CCC1(CC2CC(C3=C(CCN(C2)C1)C4=CC=CC=C4N3)(C5=C(C=C6C(=C5)C78CCN9C7C(C=CC9)(C(C(C8N6C=O)(C(=O)OC)O)OC(=O)C)CC)OC)C(=O)OC)O.OS(=O)(=O)O. Cell line: U251. Synergy scores: CSS=42.5, Synergy_ZIP=-14.2, Synergy_Bliss=-7.96, Synergy_Loewe=-1.31, Synergy_HSA=-1.08. (7) Drug 2: C1CC(=O)NC(=O)C1N2C(=O)C3=CC=CC=C3C2=O. Cell line: HT29. Drug 1: C#CCC(CC1=CN=C2C(=N1)C(=NC(=N2)N)N)C3=CC=C(C=C3)C(=O)NC(CCC(=O)O)C(=O)O. Synergy scores: CSS=1.84, Synergy_ZIP=-0.0267, Synergy_Bliss=-1.74, Synergy_Loewe=-1.17, Synergy_HSA=-5.66. (8) Drug 1: C1CCC(C1)C(CC#N)N2C=C(C=N2)C3=C4C=CNC4=NC=N3. Drug 2: C1=CC(=CC=C1CCC2=CNC3=C2C(=O)NC(=N3)N)C(=O)NC(CCC(=O)O)C(=O)O. Cell line: 786-0. Synergy scores: CSS=20.6, Synergy_ZIP=-0.872, Synergy_Bliss=-0.493, Synergy_Loewe=-6.85, Synergy_HSA=1.28. (9) Drug 1: C1CC(=O)NC(=O)C1N2CC3=C(C2=O)C=CC=C3N. Drug 2: CC1=C2C(C(=O)C3(C(CC4C(C3C(C(C2(C)C)(CC1OC(=O)C(C(C5=CC=CC=C5)NC(=O)OC(C)(C)C)O)O)OC(=O)C6=CC=CC=C6)(CO4)OC(=O)C)O)C)O. Cell line: SNB-75. Synergy scores: CSS=13.6, Synergy_ZIP=-5.80, Synergy_Bliss=-1.48, Synergy_Loewe=-18.9, Synergy_HSA=-1.41.